From a dataset of Forward reaction prediction with 1.9M reactions from USPTO patents (1976-2016). Predict the product of the given reaction. (1) The product is: [CH2:23]([S:27]([N:13]1[CH2:14][CH2:15][C@H:11]([N:10]([CH2:16][CH:17]2[CH2:22][CH2:21][CH2:20][CH2:19][CH2:18]2)[C:8]2[CH:7]=[CH:6][C:3]([C:4]#[N:5])=[C:2]([Cl:1])[CH:9]=2)[CH2:12]1)(=[O:29])=[O:28])[CH2:24][CH2:25][CH3:26]. Given the reactants [Cl:1][C:2]1[CH:9]=[C:8]([N:10]([CH2:16][CH:17]2[CH2:22][CH2:21][CH2:20][CH2:19][CH2:18]2)[C@H:11]2[CH2:15][CH2:14][NH:13][CH2:12]2)[CH:7]=[CH:6][C:3]=1[C:4]#[N:5].[CH2:23]([S:27](Cl)(=[O:29])=[O:28])[CH2:24][CH2:25][CH3:26], predict the reaction product. (2) Given the reactants [CH2:1]([C:3]1[CH:24]=[CH:23][CH:22]=[C:21]([CH3:25])[C:4]=1[CH2:5][NH:6][C:7]1[C:12]2[N:13]=[C:14]([CH3:17])[N:15]([CH3:16])[C:11]=2[CH:10]=[C:9]([C:18]([OH:20])=O)[N:8]=1)[CH3:2].F[B-](F)(F)F.[N:31]1(OC(N(C)C)=[N+](C)C)C2C=CC=CC=2N=N1.N.O, predict the reaction product. The product is: [CH2:1]([C:3]1[CH:24]=[CH:23][CH:22]=[C:21]([CH3:25])[C:4]=1[CH2:5][NH:6][C:7]1[C:12]2[N:13]=[C:14]([CH3:17])[N:15]([CH3:16])[C:11]=2[CH:10]=[C:9]([C:18]([NH2:31])=[O:20])[N:8]=1)[CH3:2]. (3) Given the reactants [NH2:1][C:2]1[N:3]=[CH:4][C:5]([C:18]2[CH:19]=[C:20]([CH:43]=[CH:44][CH:45]=2)[CH2:21][NH:22][CH:23]2[CH2:28][CH2:27][N:26](C(OC(C)(C)C)=O)[C@@H:25]([C:36]([O:38][C:39]([CH3:42])([CH3:41])[CH3:40])=[O:37])[CH2:24]2)=[N:6][C:7]=1[NH:8][CH2:9][C:10]1[C:15]([Cl:16])=[CH:14][CH:13]=[CH:12][C:11]=1[Cl:17].Cl.[OH-].[Na+], predict the reaction product. The product is: [NH2:1][C:2]1[N:3]=[CH:4][C:5]([C:18]2[CH:19]=[C:20]([CH:43]=[CH:44][CH:45]=2)[CH2:21][NH:22][CH:23]2[CH2:28][CH2:27][NH:26][C@@H:25]([C:36]([O:38][C:39]([CH3:40])([CH3:41])[CH3:42])=[O:37])[CH2:24]2)=[N:6][C:7]=1[NH:8][CH2:9][C:10]1[C:15]([Cl:16])=[CH:14][CH:13]=[CH:12][C:11]=1[Cl:17]. (4) Given the reactants [C:1]([O:5][C@@H:6]([C:12]1[C:13]([CH3:32])=[N:14][C:15]2[N:16]([N:26]=[C:27]([C:29]([OH:31])=O)[CH:28]=2)[C:17]=1[N:18]1[CH2:23][CH2:22][C:21]([CH3:25])([CH3:24])[CH2:20][CH2:19]1)[C:7]([O:9]CC)=[O:8])([CH3:4])([CH3:3])[CH3:2].[CH3:33][C:34]([CH3:39])([CH3:38])[CH2:35][CH2:36][NH2:37].CCN(C(C)C)C(C)C.CN(C(ON1N=NC2C=CC=NC1=2)=[N+](C)C)C.F[P-](F)(F)(F)(F)F.[OH-].[Na+], predict the reaction product. The product is: [C:1]([O:5][C@@H:6]([C:12]1[C:13]([CH3:32])=[N:14][C:15]2[N:16]([N:26]=[C:27]([C:29](=[O:31])[NH:37][CH2:36][CH2:35][C:34]([CH3:39])([CH3:38])[CH3:33])[CH:28]=2)[C:17]=1[N:18]1[CH2:23][CH2:22][C:21]([CH3:25])([CH3:24])[CH2:20][CH2:19]1)[C:7]([OH:9])=[O:8])([CH3:4])([CH3:2])[CH3:3]. (5) Given the reactants Br[C:2]1[C:15]2[C@:14]3([CH2:19][O:18][C:17]([NH2:20])=[N:16]3)[C:13]3[C:8](=[CH:9][CH:10]=[C:11]([C:21]4[CH:22]=[N:23][CH:24]=[CH:25][CH:26]=4)[CH:12]=3)[O:7][C:6]=2[CH:5]=[CH:4][C:3]=1[O:27][CH2:28][C:29]1([CH3:33])[CH2:32][O:31][CH2:30]1.[CH3:34][C:35]([OH:39])([C:37]#[CH:38])[CH3:36].CN(C=O)C.C(NC(C)C)(C)C, predict the reaction product. The product is: [NH2:20][C:17]1[O:18][CH2:19][C@@:14]2([N:16]=1)[C:15]1[C:2]([C:38]#[C:37][C:35]([CH3:36])([OH:39])[CH3:34])=[C:3]([O:27][CH2:28][C:29]3([CH3:33])[CH2:32][O:31][CH2:30]3)[CH:4]=[CH:5][C:6]=1[O:7][C:8]1[C:13]2=[CH:12][C:11]([C:21]2[CH:22]=[N:23][CH:24]=[CH:25][CH:26]=2)=[CH:10][CH:9]=1. (6) Given the reactants [F:1][C:2]1[CH:3]=[N:4][CH:5]=[C:6]([F:15])[C:7]=1[C:8]1[NH:13][N:12]=[CH:11][C:10](=O)[CH:9]=1.P(Cl)(Cl)([Cl:18])=O, predict the reaction product. The product is: [Cl:18][C:10]1[CH:9]=[C:8]([C:7]2[C:2]([F:1])=[CH:3][N:4]=[CH:5][C:6]=2[F:15])[N:13]=[N:12][CH:11]=1. (7) Given the reactants [NH:1]1[CH2:6][CH2:5][S:4][CH2:3][CH2:2]1.Cl[C:8]1[N:13]=[CH:12][C:11]([C:14]#[N:15])=[CH:10][CH:9]=1.O, predict the reaction product. The product is: [N:1]1([C:8]2[N:13]=[CH:12][C:11]([C:14]#[N:15])=[CH:10][CH:9]=2)[CH2:6][CH2:5][S:4][CH2:3][CH2:2]1.